The task is: Predict which catalyst facilitates the given reaction.. This data is from Catalyst prediction with 721,799 reactions and 888 catalyst types from USPTO. Reactant: [Cl-].[Li+].C[CH:4](C)[C@H:5]([O:13][Si:14]([C:17]([CH3:20])([CH3:19])[CH3:18])([CH3:16])[CH3:15])[C:6](=[O:12])[CH2:7]P(=O)([O-])[O-].[CH:22](N(CC)C(C)C)(C)[CH3:23].C(=O)C. Product: [Si:14]([O:13][C@H:5]([C:6](=[O:12])/[CH:7]=[CH:22]/[CH3:23])[CH3:4])([C:17]([CH3:18])([CH3:19])[CH3:20])([CH3:15])[CH3:16]. The catalyst class is: 10.